Dataset: Forward reaction prediction with 1.9M reactions from USPTO patents (1976-2016). Task: Predict the product of the given reaction. (1) Given the reactants [CH:1]([O:4][C:5]1[CH:13]=[CH:12][C:11]([S:14]([CH3:17])(=[O:16])=[O:15])=[CH:10][C:6]=1[C:7]([OH:9])=O)([CH3:3])[CH3:2].[CH3:18][O:19][C:20]1[CH:32]=[CH:31][C:23]([O:24][CH:25]2[CH2:30][CH2:29][NH:28][CH2:27][CH2:26]2)=[CH:22][CH:21]=1, predict the reaction product. The product is: [CH:1]([O:4][C:5]1[CH:13]=[CH:12][C:11]([S:14]([CH3:17])(=[O:16])=[O:15])=[CH:10][C:6]=1[C:7]([N:28]1[CH2:27][CH2:26][CH:25]([O:24][C:23]2[CH:31]=[CH:32][C:20]([O:19][CH3:18])=[CH:21][CH:22]=2)[CH2:30][CH2:29]1)=[O:9])([CH3:2])[CH3:3]. (2) Given the reactants [OH:1][C:2]1[C:3]([NH2:8])=[N:4][CH:5]=[CH:6][CH:7]=1.[OH-].[K+].[C:11](=S)=[S:12], predict the reaction product. The product is: [O:1]1[C:2]2[C:3](=[N:4][CH:5]=[CH:6][CH:7]=2)[NH:8][C:11]1=[S:12].